Dataset: Forward reaction prediction with 1.9M reactions from USPTO patents (1976-2016). Task: Predict the product of the given reaction. (1) Given the reactants [Cl:1][C:2]1[CH:3]=[CH:4][C:5]([S:8][C:9]2[O:13][C:12]([C:14]3[CH:19]=[CH:18][C:17]([F:20])=[CH:16][CH:15]=3)=[N:11][C:10]=2[CH2:21][OH:22])=[N:6][CH:7]=1.C[Si]([N-][Si](C)(C)C)(C)C.[Na+].Br[C:34]1[CH:44]=[CH:43][C:37]([C:38]([NH:40][CH2:41][CH3:42])=[O:39])=[CH:36][N:35]=1.O, predict the reaction product. The product is: [Cl:1][C:2]1[CH:3]=[CH:4][C:5]([S:8][C:9]2[O:13][C:12]([C:14]3[CH:19]=[CH:18][C:17]([F:20])=[CH:16][CH:15]=3)=[N:11][C:10]=2[CH2:21][O:22][C:34]2[N:35]=[CH:36][C:37]([C:38]([NH:40][CH2:41][CH3:42])=[O:39])=[CH:43][CH:44]=2)=[N:6][CH:7]=1. (2) The product is: [CH2:28]([O:30][C:31](=[O:45])[CH2:32][C:33]1[N:41]2[C:36]([CH:37]=[CH:38][C:39]([C:42]#[N:43])=[CH:40]2)=[C:35]([S:17][C:18]2[CH:19]=[CH:20][C:21]([S:24]([CH3:27])(=[O:25])=[O:26])=[CH:22][CH:23]=2)[C:34]=1[CH3:44])[CH3:29]. Given the reactants S(Cl)(Cl)(=O)=O.[CH3:27][S:24]([C:21]1[CH:22]=[CH:23][C:18]([S:17][S:17][C:18]2[CH:23]=[CH:22][C:21]([S:24]([CH3:27])(=[O:26])=[O:25])=[CH:20][CH:19]=2)=[CH:19][CH:20]=1)(=[O:26])=[O:25].[CH2:28]([O:30][C:31](=[O:45])[CH2:32][C:33]1[N:41]2[C:36]([CH:37]=[CH:38][C:39]([C:42]#[N:43])=[CH:40]2)=[CH:35][C:34]=1[CH3:44])[CH3:29], predict the reaction product. (3) The product is: [F:15][C:16]1[CH:17]=[C:18]([CH:19]=[C:20]([F:33])[C:21]=1[O:22][C:23]1[CH:24]=[CH:25][C:26]([C:29]([F:30])([F:31])[F:32])=[CH:27][CH:28]=1)[CH2:34][O:35][C:2]1[CH:3]=[C:4]2[N:11]([CH3:12])[CH2:10][CH2:9][N:5]2[C:6](=[O:8])[N:7]=1. Given the reactants Cl[C:2]1[CH:3]=[C:4]2[N:11]([CH3:12])[CH2:10][CH2:9][N:5]2[C:6](=[O:8])[N:7]=1.[H-].[Na+].[F:15][C:16]1[CH:17]=[C:18]([CH2:34][OH:35])[CH:19]=[C:20]([F:33])[C:21]=1[O:22][C:23]1[CH:28]=[CH:27][C:26]([C:29]([F:32])([F:31])[F:30])=[CH:25][CH:24]=1, predict the reaction product.